Dataset: Forward reaction prediction with 1.9M reactions from USPTO patents (1976-2016). Task: Predict the product of the given reaction. (1) Given the reactants Br[C:2]1[CH:7]=[CH:6][C:5]([C:8]2[N:12]([CH2:13][C@@H:14]3[CH2:18][CH2:17][N:16]([C:19]([CH:21]4[CH2:23][CH2:22]4)=[O:20])[CH2:15]3)[C:11]3[CH:24]=[CH:25][CH:26]=[C:27]([C:28]#[N:29])[C:10]=3[N:9]=2)=[CH:4][CH:3]=1.CC1(C)C(C)(C)OB([C:38]2[CH:39]=[CH:40][C:41]3[O:45][CH:44]=[CH:43][C:42]=3[CH:46]=2)O1.C(=O)([O-])[O-].[K+].[K+], predict the reaction product. The product is: [O:45]1[C:41]2[CH:40]=[CH:39][C:38]([C:2]3[CH:7]=[CH:6][C:5]([C:8]4[N:12]([CH2:13][C@@H:14]5[CH2:18][CH2:17][N:16]([C:19]([CH:21]6[CH2:23][CH2:22]6)=[O:20])[CH2:15]5)[C:11]5[CH:24]=[CH:25][CH:26]=[C:27]([C:28]#[N:29])[C:10]=5[N:9]=4)=[CH:4][CH:3]=3)=[CH:46][C:42]=2[CH:43]=[CH:44]1. (2) The product is: [CH3:1][C:2]1[O:6][N:5]=[C:4]([C:7]2[S:11][C:10]([NH:12][C:19](=[O:21])[CH3:20])=[N:9][C:8]=2[C:13]2[CH:14]=[CH:15][CH:16]=[CH:17][CH:18]=2)[N:3]=1. Given the reactants [CH3:1][C:2]1[O:6][N:5]=[C:4]([C:7]2[S:11][C:10]([NH2:12])=[N:9][C:8]=2[C:13]2[CH:18]=[CH:17][CH:16]=[CH:15][CH:14]=2)[N:3]=1.[C:19](Cl)(=[O:21])[CH3:20], predict the reaction product. (3) The product is: [C:21]([O:25][C:26]([N:12]1[C@H:8]([CH2:7][C:4]2[CH:3]=[CH:2][C:1]([C:15]3[CH:16]=[CH:17][CH:18]=[CH:19][CH:20]=3)=[CH:6][CH:5]=2)[CH2:9][C@@H:10]([CH3:14])[C:11]1=[O:13])=[O:27])([CH3:24])([CH3:23])[CH3:22]. Given the reactants [C:1]1([C:15]2[CH:20]=[CH:19][CH:18]=[CH:17][CH:16]=2)[CH:6]=[CH:5][C:4]([CH2:7][C@H:8]2[NH:12][C:11](=[O:13])[C@H:10]([CH3:14])[CH2:9]2)=[CH:3][CH:2]=1.[C:21]([O:25][C:26](O[C:26]([O:25][C:21]([CH3:24])([CH3:23])[CH3:22])=[O:27])=[O:27])([CH3:24])([CH3:23])[CH3:22].C(N(CC)CC)C.CC1C=CN=C(N)C=1C, predict the reaction product. (4) Given the reactants [CH3:1][O:2][C:3]1[CH:8]=[C:7]([CH2:9][CH2:10]O)[CH:6]=[CH:5][N:4]=1.[NH:12]1[CH2:17][CH2:16][O:15][CH2:14][CH2:13]1, predict the reaction product. The product is: [CH3:1][O:2][C:3]1[CH:8]=[C:7]([CH2:9][CH2:10][N:12]2[CH2:17][CH2:16][O:15][CH2:14][CH2:13]2)[CH:6]=[CH:5][N:4]=1. (5) Given the reactants C1(P(C2C=CC=CC=2)C2C=CC=CC=2)C=CC=CC=1.[Br:20]Br.O[CH2:23][C:24]1[CH:25]=[C:26]([N:30]([CH2:36][C:37]2[CH:38]=[N:39][CH:40]=[CH:41][CH:42]=2)[S:31]([CH2:34][CH3:35])(=[O:33])=[O:32])[CH:27]=[CH:28][CH:29]=1, predict the reaction product. The product is: [Br:20][CH2:23][C:24]1[CH:25]=[C:26]([N:30]([CH2:36][C:37]2[CH:38]=[N:39][CH:40]=[CH:41][CH:42]=2)[S:31]([CH2:34][CH3:35])(=[O:33])=[O:32])[CH:27]=[CH:28][CH:29]=1.